This data is from Full USPTO retrosynthesis dataset with 1.9M reactions from patents (1976-2016). The task is: Predict the reactants needed to synthesize the given product. (1) The reactants are: [F:1][C:2]1[CH:7]=[C:6]([CH3:8])[CH:5]=[C:4]([O:9]C)[CH:3]=1.B(Br)(Br)Br.O. Given the product [F:1][C:2]1[CH:3]=[C:4]([OH:9])[CH:5]=[C:6]([CH3:8])[CH:7]=1, predict the reactants needed to synthesize it. (2) Given the product [CH:1]([C:3]1[CH:4]=[C:5]([C:6]2[O:8][N:41]=[C:38]([C:34]3[CH:33]=[C:32]([CH3:42])[C:31]([O:30][CH2:29][CH:28]([OH:43])[CH2:27][NH:26][C:24](=[O:25])[CH2:23][OH:22])=[C:36]([CH3:37])[CH:35]=3)[N:39]=2)[CH:9]=[CH:10][CH:11]=1)=[O:2], predict the reactants needed to synthesize it. The reactants are: [CH:1]([C:3]1[CH:4]=[C:5]([CH:9]=[CH:10][CH:11]=1)[C:6]([OH:8])=O)=[O:2].C1C=CC2N(O)N=NC=2C=1.[OH:22][CH2:23][C:24]([NH:26][CH2:27][CH:28]([OH:43])[CH2:29][O:30][C:31]1[C:36]([CH3:37])=[CH:35][C:34]([C:38](=[NH:41])[NH:39]O)=[CH:33][C:32]=1[CH3:42])=[O:25].CCN=C=NCCCN(C)C.Cl. (3) Given the product [CH2:18]([O:19][C:20](=[O:31])[CH:21]([N:4]1[C:3]([CH3:11])=[C:2]([Cl:1])[C:6]([C:7]([F:9])([F:10])[F:8])=[N:5]1)[C:22]1[CH:27]=[CH:26][CH:25]=[C:24]([O:28][CH3:29])[CH:23]=1)[CH3:12], predict the reactants needed to synthesize it. The reactants are: [Cl:1][C:2]1[C:3]([CH3:11])=[N:4][NH:5][C:6]=1[C:7]([F:10])([F:9])[F:8].[C:12](=O)([O-])[O-].[K+].[K+].[CH3:18][O:19][C:20](=[O:31])[CH:21](Br)[C:22]1[CH:27]=[CH:26][CH:25]=[C:24]([O:28][CH3:29])[CH:23]=1. (4) Given the product [CH3:1][O:2][C:3]([C:5]1[C:9]2[N:10]=[CH:11][NH:12][C:13](=[O:14])[C:8]=2[N:7]([CH2:23][O:24][CH2:25][CH2:26][Si:27]([CH3:30])([CH3:29])[CH3:28])[C:6]=1[Cl:31])=[O:4], predict the reactants needed to synthesize it. The reactants are: [CH3:1][O:2][C:3]([C:5]1[C:9]2[N:10]=[CH:11][N:12](COCC[Si](C)(C)C)[C:13](=[O:14])[C:8]=2[N:7]([CH2:23][O:24][CH2:25][CH2:26][Si:27]([CH3:30])([CH3:29])[CH3:28])[C:6]=1[Cl:31])=[O:4].CCCC[N+](CCCC)(CCCC)CCCC.[F-]. (5) The reactants are: [NH2:1][CH2:2][CH2:3][S:4][C:5]1[CH:6]=[C:7]([C:19]2[NH:20][CH:21]=[CH:22][CH:23]=2)[C:8]2[C:9](=[O:18])[NH:10][C:11]3[C:16]=2[C:15]=1[C:14]([F:17])=[CH:13][CH:12]=3.[ClH:24]. Given the product [ClH:24].[NH2:1][CH2:2][CH2:3][S:4][C:5]1[CH:6]=[C:7]([C:19]2[NH:20][CH:21]=[CH:22][CH:23]=2)[C:8]2[C:9](=[O:18])[NH:10][C:11]3[C:16]=2[C:15]=1[C:14]([F:17])=[CH:13][CH:12]=3, predict the reactants needed to synthesize it. (6) Given the product [CH3:1][C:2]1([CH3:20])[O:7][CH2:6][CH:5]([CH2:8][O:9][C:10]2[C:15]([CH3:16])=[CH:14][N:13]=[C:12]([CH2:17][S:33][C:34]3[NH:38][C:37]4[CH:39]=[CH:40][CH:41]=[CH:42][C:36]=4[N:35]=3)[C:11]=2[CH3:19])[CH2:4][O:3]1, predict the reactants needed to synthesize it. The reactants are: [CH3:1][C:2]1([CH3:20])[O:7][CH2:6][CH:5]([CH2:8][O:9][C:10]2[C:15]([CH3:16])=[CH:14][N:13]=[C:12]([CH2:17]O)[C:11]=2[CH3:19])[CH2:4][O:3]1.C(N(CC)CC)C.CS(Cl)(=O)=O.[SH:33][C:34]1[NH:35][C:36]2[CH:42]=[CH:41][CH:40]=[CH:39][C:37]=2[N:38]=1.C(=O)([O-])O.[Na+]. (7) Given the product [NH2:7][C:8]1[CH:13]=[CH:12][C:11]([C:14]2[S:18][C:17]([C:19]3([OH:27])[CH2:24][CH2:23][N:22]([CH2:25][CH3:26])[CH2:21][CH2:20]3)=[N:16][CH:15]=2)=[CH:10][C:9]=1[F:28], predict the reactants needed to synthesize it. The reactants are: C(OC(=O)[NH:7][C:8]1[CH:13]=[CH:12][C:11]([C:14]2[S:18][C:17]([C:19]3([OH:27])[CH2:24][CH2:23][N:22]([CH2:25][CH3:26])[CH2:21][CH2:20]3)=[N:16][CH:15]=2)=[CH:10][C:9]=1[F:28])(C)(C)C.FC(F)(F)C(O)=O.